Dataset: Forward reaction prediction with 1.9M reactions from USPTO patents (1976-2016). Task: Predict the product of the given reaction. (1) Given the reactants [F:1][C:2]1([F:18])[CH2:6][N:5]([C:7]([O:9][C:10]([CH3:13])([CH3:12])[CH3:11])=[O:8])[C@@H:4]([C:14]([O:16]C)=[O:15])[CH2:3]1.[OH-].[K+], predict the reaction product. The product is: [C:10]([O:9][C:7]([N:5]1[CH2:6][C:2]([F:1])([F:18])[CH2:3][C@@H:4]1[C:14]([OH:16])=[O:15])=[O:8])([CH3:13])([CH3:11])[CH3:12]. (2) Given the reactants [CH3:1][C:2]1[CH:7]=[CH:6][N:5]=C(C#N)[N:3]=1.[OH-].[Na+].[C:20]([OH:22])(=[O:21])[CH2:19][C:19]([CH2:19][C:20]([OH:22])=[O:21])([C:20]([OH:22])=[O:21])O, predict the reaction product. The product is: [CH3:1][C:2]1[CH:7]=[CH:6][N:5]=[C:19]([C:20]([OH:22])=[O:21])[N:3]=1. (3) Given the reactants [Cl:1][C:2]1[CH:3]=[C:4]([NH:8][C:9]2[N:14]=[CH:13][N:12]=[C:11]([C:15]3[CH:20]=[CH:19][N:18]=C(C#N)[CH:16]=3)[N:10]=2)[CH:5]=[CH:6][CH:7]=1.[OH-:23].[Na+].Cl.[CH2:26]([OH:28])[CH3:27], predict the reaction product. The product is: [Cl:1][C:2]1[CH:3]=[C:4]([NH:8][C:9]2[N:14]=[CH:13][N:12]=[C:11]([C:15]3[CH:20]=[CH:19][N:18]=[C:27]([C:26]([OH:23])=[O:28])[CH:16]=3)[N:10]=2)[CH:5]=[CH:6][CH:7]=1. (4) Given the reactants [CH:1]1[C:10]2[C:5](=[C:6]([CH2:11][C:12]([OH:14])=O)[CH:7]=[CH:8][CH:9]=2)[CH:4]=[CH:3][N:2]=1.[S:15]1[C:19]2[CH:20]=[CH:21][CH:22]=[CH:23][C:18]=2[N:17]=[C:16]1[C:24]1[C:28]([CH3:29])=[CH:27][S:26][C:25]=1[NH2:30], predict the reaction product. The product is: [S:15]1[C:19]2[CH:20]=[CH:21][CH:22]=[CH:23][C:18]=2[N:17]=[C:16]1[C:24]1[C:28]([CH3:29])=[CH:27][S:26][C:25]=1[NH:30][C:12](=[O:14])[CH2:11][C:6]1[CH:7]=[CH:8][CH:9]=[C:10]2[C:5]=1[CH:4]=[CH:3][N:2]=[CH:1]2. (5) Given the reactants C(OC(=O)[NH:7][CH:8]1[CH2:17][C:16]2[C:11](=[CH:12][C:13]([F:18])=[CH:14][CH:15]=2)[NH:10][C:9]1=[O:19])(C)(C)C.[ClH:21].O1CCOCC1, predict the reaction product. The product is: [ClH:21].[NH2:7][CH:8]1[CH2:17][C:16]2[C:11](=[CH:12][C:13]([F:18])=[CH:14][CH:15]=2)[NH:10][C:9]1=[O:19]. (6) Given the reactants [CH3:16][C:11]1([CH3:17])[C:12]([CH3:15])([CH3:14])[O:13][B:9]([B:9]2[O:13][C:12]([CH3:15])([CH3:14])[C:11]([CH3:17])([CH3:16])[O:10]2)[O:10]1.Br[C:20]1[CH:21]=[C:22]([O:27][C@@H:28]([C:30]2[CH:35]=[C:34]([F:36])[CH:33]=[CH:32][C:31]=2[N:37]2[N:41]=[CH:40][CH:39]=[N:38]2)[CH3:29])[C:23]([NH2:26])=[N:24][CH:25]=1.C([O-])(=O)C.[K+].Cl, predict the reaction product. The product is: [F:36][C:34]1[CH:33]=[CH:32][C:31]([N:37]2[N:41]=[CH:40][CH:39]=[N:38]2)=[C:30]([C@H:28]([O:27][C:22]2[C:23]([NH2:26])=[N:24][CH:25]=[C:20]([B:9]3[O:10][C:11]([CH3:16])([CH3:17])[C:12]([CH3:14])([CH3:15])[O:13]3)[CH:21]=2)[CH3:29])[CH:35]=1. (7) The product is: [Cl:15][C:14]1[C:9]([NH:8][C@@H:3]2[CH2:4][CH2:5][CH2:6][CH2:7][C@H:2]2[NH:1][S:42]([CH2:41][C:40]([F:47])([F:46])[F:39])(=[O:44])=[O:43])=[N:10][C:11]([NH:16][C:17]2[CH:31]=[CH:30][C:20]3[CH2:21][CH2:22][N:23]([CH2:26][CH2:27][O:28][CH3:29])[CH2:24][CH2:25][C:19]=3[CH:18]=2)=[N:12][CH:13]=1. Given the reactants [NH2:1][C@@H:2]1[CH2:7][CH2:6][CH2:5][CH2:4][C@H:3]1[NH:8][C:9]1[C:14]([Cl:15])=[CH:13][N:12]=[C:11]([NH:16][C:17]2[CH:31]=[CH:30][C:20]3[CH2:21][CH2:22][N:23]([CH2:26][CH2:27][O:28][CH3:29])[CH2:24][CH2:25][C:19]=3[CH:18]=2)[N:10]=1.C(N(CC)CC)C.[F:39][C:40]([F:47])([F:46])[CH2:41][S:42](Cl)(=[O:44])=[O:43], predict the reaction product.